Dataset: HIV replication inhibition screening data with 41,000+ compounds from the AIDS Antiviral Screen. Task: Binary Classification. Given a drug SMILES string, predict its activity (active/inactive) in a high-throughput screening assay against a specified biological target. (1) The molecule is CC(CN1CCCCC1)SSC(C)CN1CCCCC1. The result is 0 (inactive). (2) The molecule is Cc1cccc(NC(=S)NC(=O)c2ccccc2)n1. The result is 0 (inactive).